Dataset: Forward reaction prediction with 1.9M reactions from USPTO patents (1976-2016). Task: Predict the product of the given reaction. Given the reactants C(OC([N:8]1[CH2:13][CH2:12][CH:11]([CH:14]2[O:18][N:17]=[C:16]([C:19]3[CH:24]=[C:23]([C:25](=[O:37])[NH:26][CH2:27][C:28]4[CH:33]=[CH:32][C:31]([F:34])=[C:30]([O:35][CH3:36])[CH:29]=4)[N:22]=[C:21]([CH3:38])[N:20]=3)[CH2:15]2)[CH2:10][CH2:9]1)=O)(C)(C)C.[ClH:39], predict the reaction product. The product is: [ClH:39].[F:34][C:31]1[CH:32]=[CH:33][C:28]([CH2:27][NH:26][C:25]([C:23]2[CH:24]=[C:19]([C:16]3[CH2:15][CH:14]([CH:11]4[CH2:10][CH2:9][NH:8][CH2:13][CH2:12]4)[O:18][N:17]=3)[N:20]=[C:21]([CH3:38])[N:22]=2)=[O:37])=[CH:29][C:30]=1[O:35][CH3:36].